From a dataset of Reaction yield outcomes from USPTO patents with 853,638 reactions. Predict the reaction yield, written as a fraction of the theoretical maximum amount of product (1.0 means a 100% yield; for example, 0.34 means a 34% yield). (1) The reactants are [Cl:1][C:2]1[CH:10]=[CH:9][C:5]([C:6]([OH:8])=O)=[CH:4][C:3]=1[O:11][CH2:12][CH3:13].C1N=CN(C(N2C=NC=C2)=O)C=1.[CH2:26]([O:28][C:29](=[O:34])[CH2:30]C(O)=O)[CH3:27].[K].CCN(CC)CC.[Mg+2].[Cl-].[Cl-]. The catalyst is O1CCCC1.C(#N)C. The product is [Cl:1][C:2]1[CH:10]=[CH:9][C:5]([C:6](=[O:8])[CH2:30][C:29]([O:28][CH2:26][CH3:27])=[O:34])=[CH:4][C:3]=1[O:11][CH2:12][CH3:13]. The yield is 0.600. (2) The reactants are [C:1]([NH:4][C@H:5]([C:14]([OH:16])=[O:15])[CH2:6][C:7]1[CH:12]=[CH:11][C:10]([OH:13])=[CH:9][CH:8]=1)(=[O:3])[CH3:2].[OH-].[Na+].Cl[C:20]([O:22][CH2:23][C:24]1[CH:29]=[CH:28][CH:27]=[CH:26][CH:25]=1)=[O:21].C([O-])([O-])=O.[K+].[K+].Cl. The catalyst is O.C1COCC1. The product is [NH:4]([C:1]([CH3:2])=[O:3])[C@H:5]([C:14]([OH:16])=[O:15])[CH2:6][C:7]1[CH:12]=[CH:11][C:10]([O:13][C:20]([O:22][CH2:23][C:24]2[CH:29]=[CH:28][CH:27]=[CH:26][CH:25]=2)=[O:21])=[CH:9][CH:8]=1. The yield is 0.750. (3) The reactants are [F:1][C:2]1[CH:3]=[C:4]([C:8]([C:10]2[CH:15]=[CH:14][C:13]([O:16]C)=[CH:12][CH:11]=2)=[O:9])[CH:5]=[CH:6][CH:7]=1.B(Br)(Br)Br.O. The catalyst is C(Cl)Cl. The product is [F:1][C:2]1[CH:3]=[C:4]([C:8]([C:10]2[CH:11]=[CH:12][C:13]([OH:16])=[CH:14][CH:15]=2)=[O:9])[CH:5]=[CH:6][CH:7]=1. The yield is 0.740. (4) The reactants are O[CH:2]([CH3:17])[C:3]#[C:4][C:5]#[C:6][C:7]1[CH:16]=[CH:15][C:10]([C:11]([O:13][CH3:14])=[O:12])=[CH:9][CH:8]=1.CS(OS(C)(=O)=O)(=O)=O.CCN(CC)CC.[NH:34]1[CH2:39][CH2:38][O:37][CH2:36][CH2:35]1. The catalyst is C(Cl)Cl. The product is [O:37]1[CH2:38][CH2:39][N:34]([CH:2]([CH3:17])[C:3]#[C:4][C:5]#[C:6][C:7]2[CH:16]=[CH:15][C:10]([C:11]([O:13][CH3:14])=[O:12])=[CH:9][CH:8]=2)[CH2:35][CH2:36]1. The yield is 0.900. (5) The reactants are N[C:2]1[CH:7]=[CH:6][C:5]([N:8]([C:13]2[C:32]([CH:33]3[CH2:35][CH2:34]3)=[CH:31][C:16]3[C:17]([C:27]([NH:29][CH3:30])=[O:28])=[C:18]([C:20]4[CH:25]=[CH:24][C:23]([Cl:26])=[CH:22][CH:21]=4)[O:19][C:15]=3[CH:14]=2)[S:9]([CH3:12])(=[O:11])=[O:10])=[CH:4][C:3]=1[Cl:36].[BrH:37].N([O-])=O.[Na+]. The catalyst is C(#N)C.O. The product is [Br:37][C:2]1[CH:7]=[CH:6][C:5]([N:8]([C:13]2[C:32]([CH:33]3[CH2:35][CH2:34]3)=[CH:31][C:16]3[C:17]([C:27]([NH:29][CH3:30])=[O:28])=[C:18]([C:20]4[CH:25]=[CH:24][C:23]([Cl:26])=[CH:22][CH:21]=4)[O:19][C:15]=3[CH:14]=2)[S:9]([CH3:12])(=[O:11])=[O:10])=[CH:4][C:3]=1[Cl:36]. The yield is 0.450.